Task: Predict the reaction yield, written as a fraction of the theoretical maximum amount of product (1.0 means a 100% yield; for example, 0.34 means a 34% yield).. Dataset: Reaction yield outcomes from USPTO patents with 853,638 reactions (1) The reactants are [CH3:1][C:2]1[CH:3]=[C:4]2[C:8](=[CH:9][CH:10]=1)[NH:7][C:6]([C:11]([OH:13])=O)=[CH:5]2.[CH3:14][O:15][C:16](=[O:23])[C@@H:17]([CH2:19][CH:20]([CH3:22])[CH3:21])[NH2:18]. No catalyst specified. The product is [CH3:21][CH:20]([CH3:22])[CH2:19][C@@H:17]([NH:18][C:11]([C:6]1[NH:7][C:8]2[C:4]([CH:5]=1)=[CH:3][C:2]([CH3:1])=[CH:10][CH:9]=2)=[O:13])[C:16]([O:15][CH3:14])=[O:23]. The yield is 0.500. (2) The reactants are Cl.[C:2]([C:6]1[CH:26]=[CH:25][C:9]([C:10]([NH:12][C:13](=[S:24])NC2C=CC(NC)=CC=2Cl)=[O:11])=[CH:8][CH:7]=1)([CH3:5])([CH3:4])[CH3:3].[C:27]([O:31][C:32](=[O:43])[NH:33][C:34]1[CH:39]=[CH:38][C:37]([NH2:40])=[CH:36][C:35]=1[O:41][CH3:42])([CH3:30])([CH3:29])[CH3:28]. The product is [C:2]([C:6]1[CH:26]=[CH:25][C:9]([C:10]([NH:12][C:13]([NH:40][C:37]2[CH:38]=[CH:39][C:34]([NH:33][C:32](=[O:43])[O:31][C:27]([CH3:30])([CH3:29])[CH3:28])=[C:35]([O:41][CH3:42])[CH:36]=2)=[S:24])=[O:11])=[CH:8][CH:7]=1)([CH3:5])([CH3:3])[CH3:4]. The yield is 0.640. The catalyst is CC(C)=O.